Task: Predict the reactants needed to synthesize the given product.. Dataset: Full USPTO retrosynthesis dataset with 1.9M reactions from patents (1976-2016) The reactants are: [CH2:1]([CH:5]([C:9](=O)[CH3:10])[C:6](=O)[CH3:7])[CH2:2][CH2:3][CH3:4].[NH2:12][NH2:13]. Given the product [CH2:1]([C:5]1[C:9]([CH3:10])=[N:12][NH:13][C:6]=1[CH3:7])[CH2:2][CH2:3][CH3:4], predict the reactants needed to synthesize it.